This data is from NCI-60 drug combinations with 297,098 pairs across 59 cell lines. The task is: Regression. Given two drug SMILES strings and cell line genomic features, predict the synergy score measuring deviation from expected non-interaction effect. (1) Drug 1: C1=CC(=CC=C1CCCC(=O)O)N(CCCl)CCCl. Drug 2: C1=CC=C(C(=C1)C(C2=CC=C(C=C2)Cl)C(Cl)Cl)Cl. Cell line: NCI-H322M. Synergy scores: CSS=-5.81, Synergy_ZIP=1.42, Synergy_Bliss=-4.85, Synergy_Loewe=-7.24, Synergy_HSA=-7.39. (2) Drug 1: C1=NC2=C(N=C(N=C2N1C3C(C(C(O3)CO)O)O)F)N. Drug 2: CC1=C(C=C(C=C1)NC(=O)C2=CC=C(C=C2)CN3CCN(CC3)C)NC4=NC=CC(=N4)C5=CN=CC=C5. Cell line: NCI/ADR-RES. Synergy scores: CSS=5.47, Synergy_ZIP=-1.59, Synergy_Bliss=-4.14, Synergy_Loewe=-24.4, Synergy_HSA=-3.68.